Dataset: Cav3 T-type calcium channel HTS with 100,875 compounds. Task: Binary Classification. Given a drug SMILES string, predict its activity (active/inactive) in a high-throughput screening assay against a specified biological target. The compound is S(=O)(=O)(N1CCCCC1)c1cc(ccc1)C(=O)Nc1scnn1. The result is 0 (inactive).